Task: Predict the reactants needed to synthesize the given product.. Dataset: Full USPTO retrosynthesis dataset with 1.9M reactions from patents (1976-2016) (1) Given the product [F:1][C:2]1[CH:3]=[C:4]([CH:8]=[CH:9][C:10]=1[OH:11])[C:5]([NH:25][CH2:24][C@H:21]1[CH2:20][CH2:19][C@@H:18]([O:17][C:16]2[CH:15]=[CH:14][C:13]([F:12])=[CH:27][CH:26]=2)[CH2:23][CH2:22]1)=[O:7], predict the reactants needed to synthesize it. The reactants are: [F:1][C:2]1[CH:3]=[C:4]([CH:8]=[CH:9][C:10]=1[OH:11])[C:5]([OH:7])=O.[F:12][C:13]1[CH:27]=[CH:26][C:16]([O:17][CH:18]2[CH2:23][CH2:22][CH:21]([CH2:24][NH2:25])[CH2:20][CH2:19]2)=[CH:15][CH:14]=1. (2) The reactants are: [Br:1][C:2]1[CH:3]=[N:4][N:5]2[CH:10]=[CH:9][C:8](Cl)=[N:7][C:6]=12.[NH2:12][C:13]1[CH:18]=[CH:17][CH:16]=[CH:15][CH:14]=1. Given the product [Br:1][C:2]1[CH:3]=[N:4][N:5]2[CH:10]=[CH:9][C:8]([NH:12][C:13]3[CH:18]=[CH:17][CH:16]=[CH:15][CH:14]=3)=[N:7][C:6]=12, predict the reactants needed to synthesize it. (3) Given the product [N:1]1([C:7]2[O:8][C:9]([C:12]([OH:14])=[O:13])=[CH:10][N:11]=2)[CH2:6][CH2:5][CH2:4][CH2:3][CH2:2]1, predict the reactants needed to synthesize it. The reactants are: [N:1]1([C:7]2[O:8][C:9]([C:12]([O:14]CC)=[O:13])=[CH:10][N:11]=2)[CH2:6][CH2:5][CH2:4][CH2:3][CH2:2]1.[OH-].[Li+].CO.Cl. (4) Given the product [CH2:19]([C:5]1([CH2:13][CH2:14][CH2:2][CH2:3][CH2:4][CH2:12][CH2:11][CH3:10])[C:4]2[CH:3]=[C:2]([Br:1])[CH:14]=[CH:13][C:12]=2[C:11]2[C:6]1=[CH:7][C:8]([Br:15])=[CH:9][CH:10]=2)[CH2:20][CH2:21][CH2:22][CH2:23][CH2:24][CH2:25][CH3:26], predict the reactants needed to synthesize it. The reactants are: [Br:1][C:2]1[CH:14]=[CH:13][C:12]2[C:11]3[C:6](=[CH:7][C:8]([Br:15])=[CH:9][CH:10]=3)[CH2:5][C:4]=2[CH:3]=1.[H-].[Na+].Br[CH2:19][CH2:20][CH2:21][CH2:22][CH2:23][CH2:24][CH2:25][CH3:26]. (5) Given the product [Cl:1][C:2]1[CH:3]=[N:4][CH:5]=[C:6]([O:8][C:9]2[CH:14]=[CH:13][C:12]([C:15]([F:17])([F:16])[F:18])=[CH:11][C:10]=2[NH:19][S:28]([C:25]2[CH:24]=[CH:23][C:22]([O:21][CH3:20])=[CH:27][CH:26]=2)(=[O:30])=[O:29])[CH:7]=1, predict the reactants needed to synthesize it. The reactants are: [Cl:1][C:2]1[CH:3]=[N:4][CH:5]=[C:6]([O:8][C:9]2[CH:14]=[CH:13][C:12]([C:15]([F:18])([F:17])[F:16])=[CH:11][C:10]=2[NH2:19])[CH:7]=1.[CH3:20][O:21][C:22]1[CH:27]=[CH:26][C:25]([S:28](Cl)(=[O:30])=[O:29])=[CH:24][CH:23]=1. (6) Given the product [CH3:17][O:16][CH2:15][CH2:14][CH2:13][N:8]1[C:7]2[CH:18]=[C:3]([CH2:2][O:1][C:23](=[NH:24])[C:22]([Cl:26])([Cl:25])[Cl:21])[CH:4]=[CH:5][C:6]=2[O:11][CH2:10][C:9]1=[O:12], predict the reactants needed to synthesize it. The reactants are: [OH:1][CH2:2][C:3]1[CH:4]=[CH:5][C:6]2[O:11][CH2:10][C:9](=[O:12])[N:8]([CH2:13][CH2:14][CH2:15][O:16][CH3:17])[C:7]=2[CH:18]=1.[OH-].[K+].[Cl:21][C:22]([Cl:26])([Cl:25])[C:23]#[N:24]. (7) Given the product [O:12]=[C:11]1[N:10]([C:13]2[CH:18]=[CH:17][CH:16]=[CH:15][CH:14]=2)[C:9]([C:19]2[CH:20]=[CH:21][CH:22]=[CH:23][CH:24]=2)=[N:8][CH:7]=[C:6]1[C:4]([OH:5])=[O:3], predict the reactants needed to synthesize it. The reactants are: C([O:3][C:4]([C:6]1[C:11](=[O:12])[N:10]([C:13]2[CH:18]=[CH:17][CH:16]=[CH:15][CH:14]=2)[C:9]([C:19]2[CH:24]=[CH:23][CH:22]=[CH:21][CH:20]=2)=[N:8][CH:7]=1)=[O:5])C.[I-].[Li+].